This data is from Reaction yield outcomes from USPTO patents with 853,638 reactions. The task is: Predict the reaction yield, written as a fraction of the theoretical maximum amount of product (1.0 means a 100% yield; for example, 0.34 means a 34% yield). The product is [Br:6][C:7]1[CH:8]=[C:9](/[CH:13]=[CH:14]/[S:1]([Cl:5])(=[O:3])=[O:2])[CH:10]=[CH:11][CH:12]=1. The catalyst is CN(C=O)C. The reactants are [S:1]([Cl:5])(Cl)(=[O:3])=[O:2].[Br:6][C:7]1[CH:12]=[CH:11][CH:10]=[C:9]([CH:13]=[CH2:14])[CH:8]=1. The yield is 0.460.